Dataset: Full USPTO retrosynthesis dataset with 1.9M reactions from patents (1976-2016). Task: Predict the reactants needed to synthesize the given product. (1) The reactants are: [N:1]1([C:5]2[N:10]=[C:9]([CH2:11][CH3:12])[N:8]=[C:7]([NH:13][NH:14][C:15](=[O:35])[C@H:16]([CH2:29][CH:30]3[CH2:34][CH2:33][CH2:32][CH2:31]3)[CH2:17][N:18]([O:21]CC3C=CC=CC=3)[CH:19]=[O:20])[C:6]=2[F:36])[CH2:4][CH2:3][CH2:2]1. Given the product [N:1]1([C:5]2[N:10]=[C:9]([CH2:11][CH3:12])[N:8]=[C:7]([NH:13][NH:14][C:15](=[O:35])[C@H:16]([CH2:29][CH:30]3[CH2:31][CH2:32][CH2:33][CH2:34]3)[CH2:17][N:18]([OH:21])[CH:19]=[O:20])[C:6]=2[F:36])[CH2:2][CH2:3][CH2:4]1, predict the reactants needed to synthesize it. (2) Given the product [CH2:19]([O:18][C:16](=[O:17])[CH2:15][N:2]([CH3:1])[C:3]1[CH:8]=[CH:7][C:6]([O:9][C:10]([F:11])([F:12])[F:13])=[CH:5][CH:4]=1)[CH3:20], predict the reactants needed to synthesize it. The reactants are: [CH3:1][NH:2][C:3]1[CH:8]=[CH:7][C:6]([O:9][C:10]([F:13])([F:12])[F:11])=[CH:5][CH:4]=1.Br[CH2:15][C:16]([O:18][CH2:19][CH3:20])=[O:17].C(=O)([O-])[O-].[Na+].[Na+]. (3) The reactants are: C(OC(=O)[NH:7][C@H:8]([C:13](=[O:34])[NH:14][CH:15]1[CH2:21][CH2:20][CH2:19][N:18]([S:22]([C:25]2[CH:30]=[CH:29][C:28]([O:31][CH3:32])=[CH:27][CH:26]=2)(=[O:24])=[O:23])[CH2:17][CH:16]1[OH:33])[CH2:9][CH:10]([CH3:12])[CH3:11])(C)(C)C.[ClH:36]. Given the product [ClH:36].[OH:33][CH:16]1[CH:15]([NH:14][C:13](=[O:34])[C@@H:8]([NH2:7])[CH2:9][CH:10]([CH3:12])[CH3:11])[CH2:21][CH2:20][CH2:19][N:18]([S:22]([C:25]2[CH:30]=[CH:29][C:28]([O:31][CH3:32])=[CH:27][CH:26]=2)(=[O:24])=[O:23])[CH2:17]1, predict the reactants needed to synthesize it. (4) Given the product [CH3:32][O:31][C:26]1[CH:27]=[CH:28][CH:29]=[CH:30][C:25]=1[CH2:24][O:23][CH2:22][CH2:21][CH2:20][O:19][C:16]1[CH:17]=[CH:18][C:13]([CH:12]2[CH2:11][CH2:10][N:9]([C:33]([O:35][C:36]([CH3:39])([CH3:38])[CH3:37])=[O:34])[CH2:8][CH:7]2[O:6][CH2:5][C:4]2[CH:40]=[CH:41][CH:42]=[C:2]([B:43]3[O:47][C:46]([CH3:49])([CH3:48])[C:45]([CH3:51])([CH3:50])[O:44]3)[CH:3]=2)=[CH:14][CH:15]=1, predict the reactants needed to synthesize it. The reactants are: Br[C:2]1[CH:3]=[C:4]([CH:40]=[CH:41][CH:42]=1)[CH2:5][O:6][CH:7]1[CH:12]([C:13]2[CH:18]=[CH:17][C:16]([O:19][CH2:20][CH2:21][CH2:22][O:23][CH2:24][C:25]3[CH:30]=[CH:29][CH:28]=[CH:27][C:26]=3[O:31][CH3:32])=[CH:15][CH:14]=2)[CH2:11][CH2:10][N:9]([C:33]([O:35][C:36]([CH3:39])([CH3:38])[CH3:37])=[O:34])[CH2:8]1.[B:43]1([B:43]2[O:47][C:46]([CH3:49])([CH3:48])[C:45]([CH3:51])([CH3:50])[O:44]2)[O:47][C:46]([CH3:49])([CH3:48])[C:45]([CH3:51])([CH3:50])[O:44]1.C([O-])(=O)C.[K+].O.[Cl-].[Na+].O.